This data is from Forward reaction prediction with 1.9M reactions from USPTO patents (1976-2016). The task is: Predict the product of the given reaction. Given the reactants [CH3:1][C:2]1[CH:3]=[CH:4][C:5]([C:8]2[N:12]([C:13]3[CH:14]=[CH:15][C:16]([S:19]([NH2:22])(=[O:21])=[O:20])=[CH:17][CH:18]=3)[N:11]=[C:10]([C:23]([F:26])([F:25])[F:24])[CH:9]=2)=[CH:6][CH:7]=1.[CH3:27][O:28][CH2:29][CH2:30][O:31][CH2:32][CH2:33][O:34][CH3:35], predict the reaction product. The product is: [CH3:1][C:2]1[CH:3]=[CH:4][C:5]([C:8]2[N:12]([C:13]3[CH:14]=[CH:15][C:16]([S:19]([NH2:22])(=[O:21])=[O:20])=[CH:17][CH:18]=3)[N:11]=[C:10]([C:23]([F:25])([F:24])[F:26])[CH:9]=2)=[CH:6][CH:7]=1.[CH3:27][O:28][CH2:29][CH2:30][O:31][CH2:32][CH2:33][O:34][CH3:35].